Dataset: Ames mutagenicity test results for genotoxicity prediction. Task: Regression/Classification. Given a drug SMILES string, predict its toxicity properties. Task type varies by dataset: regression for continuous values (e.g., LD50, hERG inhibition percentage) or binary classification for toxic/non-toxic outcomes (e.g., AMES mutagenicity, cardiotoxicity, hepatotoxicity). Dataset: ames. (1) The compound is CC(=O)Nc1cnc2ccccc2c1. The result is 0 (non-mutagenic). (2) The molecule is O=c1[nH]c(=O)n(C2CC(O)C(CO)O2)cc1CCCCl. The result is 0 (non-mutagenic). (3) The drug is O=C1c2c(O)ccc(Nc3ccc(CCO)cc3)c2C(=O)c2c([N+](=O)[O-])ccc(O)c21. The result is 1 (mutagenic). (4) The compound is CCOCCOC(C)=O. The result is 1 (mutagenic). (5) The molecule is Fc1ccc(F)c2c1ccc1cccnc12. The result is 1 (mutagenic). (6) The compound is CC12OC1C1CCCCC1c1ccccc12. The result is 0 (non-mutagenic). (7) The molecule is CC1(C)OC1COc1c2ccoc2cc2oc(=O)ccc12. The result is 0 (non-mutagenic). (8) The compound is O=C(Nc1nc(-c2ccc([N+](=O)[O-])o2)cs1)C(F)(F)F. The result is 1 (mutagenic). (9) The drug is CCN=C=S. The result is 0 (non-mutagenic).